Dataset: Forward reaction prediction with 1.9M reactions from USPTO patents (1976-2016). Task: Predict the product of the given reaction. (1) Given the reactants N[C:2]1[CH:3]=[C:4]([CH:8]=[CH:9][C:10]=1[C:11]([F:14])([F:13])[F:12])[C:5]([OH:7])=[O:6].[I:15]C(I)I.N(OCCCC)=O, predict the reaction product. The product is: [I:15][C:2]1[CH:3]=[C:4]([CH:8]=[CH:9][C:10]=1[C:11]([F:14])([F:13])[F:12])[C:5]([OH:7])=[O:6]. (2) The product is: [Cl:2][C:3]1[CH:4]=[C:5]([C:8]2[O:12][N:11]=[C:10]([C@H:13]3[CH2:18][CH2:17][CH2:16][N:15]([C:26]([C:25]4[CH:24]=[CH:23][N:22]=[CH:21][C:20]=4[F:19])=[O:27])[CH2:14]3)[N:9]=2)[NH:6][CH:7]=1. Given the reactants Cl.[Cl:2][C:3]1[CH:4]=[C:5]([C:8]2[O:12][N:11]=[C:10]([C@H:13]3[CH2:18][CH2:17][CH2:16][NH:15][CH2:14]3)[N:9]=2)[NH:6][CH:7]=1.[F:19][C:20]1[CH:21]=[N:22][CH:23]=[CH:24][C:25]=1[C:26](O)=[O:27], predict the reaction product. (3) Given the reactants [Cl:1][C:2]1[N:3]=[CH:4][CH:5]=[C:6]2[C:10]([CH3:11])=[C:9]([CH3:12])[NH:8][C:7]=12.[CH3:13][O:14][CH2:15][CH2:16]Br, predict the reaction product. The product is: [Cl:1][C:2]1[N:3]=[CH:4][CH:5]=[C:6]2[C:10]([CH3:11])=[C:9]([CH3:12])[N:8]([CH2:16][CH2:15][O:14][CH3:13])[C:7]=12. (4) Given the reactants Cl.O1CCOCC1.C(OC([N:15]1[C:24]2[C:19](=[CH:20][CH:21]=[C:22]([N:25]3[CH2:29][CH2:28][N:27]([C:30]4[CH:31]=[N:32][CH:33]=[CH:34][C:35]=4[CH3:36])[C:26]3=[O:37])[CH:23]=2)[CH2:18][CH2:17][C:16]1=[O:38])=O)(C)(C)C.C(OC(=O)C)C, predict the reaction product. The product is: [CH3:36][C:35]1[CH:34]=[CH:33][N:32]=[CH:31][C:30]=1[N:27]1[CH2:28][CH2:29][N:25]([C:22]2[CH:23]=[C:24]3[C:19]([CH2:18][CH2:17][C:16](=[O:38])[NH:15]3)=[CH:20][CH:21]=2)[C:26]1=[O:37]. (5) Given the reactants [Br:1][C:2]1[C:7]([F:8])=[C:6]([Cl:9])[CH:5]=[CH:4][C:3]=1[CH2:10][CH2:11][OH:12].C(Cl)Cl.N1C=CN=C1.[Si:21](Cl)([C:24]([CH3:27])([CH3:26])[CH3:25])([CH3:23])[CH3:22], predict the reaction product. The product is: [Br:1][C:2]1[C:7]([F:8])=[C:6]([Cl:9])[CH:5]=[CH:4][C:3]=1[CH2:10][CH2:11][O:12][Si:21]([C:24]([CH3:27])([CH3:26])[CH3:25])([CH3:23])[CH3:22]. (6) Given the reactants [NH2:1][C:2](=[O:37])[CH2:3][O:4][C:5]1[CH:6]=[C:7]2[C:12](=[CH:13][CH:14]=1)[C:11](=[O:15])[N:10]([CH2:16][CH:17]([CH3:19])[CH3:18])[C:9]([CH2:20][NH:21]C(=O)OC(C)(C)C)=[C:8]2[O:29][CH2:30][CH2:31][CH2:32][C:33]([F:36])([F:35])[F:34].[H][H].[Cl-:40], predict the reaction product. The product is: [ClH:40].[NH2:21][CH2:20][C:9]1[N:10]([CH2:16][CH:17]([CH3:19])[CH3:18])[C:11](=[O:15])[C:12]2[C:7]([C:8]=1[O:29][CH2:30][CH2:31][CH2:32][C:33]([F:36])([F:35])[F:34])=[CH:6][C:5]([O:4][CH2:3][C:2]([NH2:1])=[O:37])=[CH:14][CH:13]=2. (7) Given the reactants [I:1][CH3:2].[CH3:3][O:4][C:5]1[N:10]=[CH:9][C:8]([CH:11]([NH:23][C:24]2[CH:25]=[C:26]([CH:32]=[CH:33][CH:34]=2)[C:27]([O:29][CH2:30][CH3:31])=[O:28])[C:12](=[O:22])[O:13][C@@H:14]2[CH:19]3[CH2:20][CH2:21][N:16]([CH2:17][CH2:18]3)[CH2:15]2)=[CH:7][CH:6]=1, predict the reaction product. The product is: [I-:1].[CH2:30]([O:29][C:27]([C:26]1[CH:25]=[C:24]([NH:23][CH:11]([C:8]2[CH:9]=[N:10][C:5]([O:4][CH3:3])=[CH:6][CH:7]=2)[C:12]([O:13][C@@H:14]2[CH:19]3[CH2:20][CH2:21][N+:16]([CH3:2])([CH2:17][CH2:18]3)[CH2:15]2)=[O:22])[CH:34]=[CH:33][CH:32]=1)=[O:28])[CH3:31].